From a dataset of Full USPTO retrosynthesis dataset with 1.9M reactions from patents (1976-2016). Predict the reactants needed to synthesize the given product. (1) The reactants are: [CH2:1]([CH:4]1[CH2:6][C:5]1([C:12]([O:14]CC)=O)[C:7](OCC)=[O:8])C=C.[Br-:17]. Given the product [OH:8][CH2:7][C:5]1([CH2:12][OH:14])[CH2:6][CH:4]1[CH2:1][Br:17], predict the reactants needed to synthesize it. (2) The reactants are: C[O:2][C:3](=O)[C:4]1[CH:9]=[C:8]([O:10][CH2:11][CH3:12])[C:7]([O:13][CH3:14])=[C:6]([O:15][CH2:16][CH3:17])[CH:5]=1.[H-].[Al+3].[Li+].[H-].[H-].[H-]. Given the product [CH2:16]([O:15][C:6]1[CH:5]=[C:4]([CH2:3][OH:2])[CH:9]=[C:8]([O:10][CH2:11][CH3:12])[C:7]=1[O:13][CH3:14])[CH3:17], predict the reactants needed to synthesize it. (3) The reactants are: [C:1]1([OH:7])[CH:6]=[CH:5][CH:4]=[CH:3][CH:2]=1.C=O.O.N. Given the product [CH2:1]=[O:7].[C:1]1([OH:7])[CH:6]=[CH:5][CH:4]=[CH:3][CH:2]=1, predict the reactants needed to synthesize it. (4) Given the product [CH3:16][O:15][N:14]([CH3:13])[C:9](=[O:11])[CH2:8][C:4]1[CH:5]=[CH:6][CH:7]=[C:2]([CH3:1])[CH:3]=1, predict the reactants needed to synthesize it. The reactants are: [CH3:1][C:2]1[CH:3]=[C:4]([CH2:8][C:9]([OH:11])=O)[CH:5]=[CH:6][CH:7]=1.Cl.[CH3:13][NH:14][O:15][CH3:16].C(Cl)CCl.C1C=CC2N(O)N=NC=2C=1.C(N(CC)C(C)C)(C)C. (5) Given the product [CH:1]1([C:4]([NH:7][C:8]2[S:9][CH:10]=[CH:11][C:12]=2[C:13]([O:15][CH3:16])=[O:14])=[O:5])[CH2:3][CH2:2]1, predict the reactants needed to synthesize it. The reactants are: [CH:1]1([C:4](Cl)=[O:5])[CH2:3][CH2:2]1.[NH2:7][C:8]1[S:9][CH:10]=[CH:11][C:12]=1[C:13]([O:15][CH3:16])=[O:14]. (6) Given the product [CH3:1][O:2][C:3]1[CH:8]=[CH:7][C:6]([CH:9]2[CH2:10][O:11][CH2:12][CH2:13][O:14][CH2:15]2)=[CH:5][CH:4]=1, predict the reactants needed to synthesize it. The reactants are: [CH3:1][O:2][C:3]1[CH:8]=[CH:7][C:6]([C:9]2(O)[CH2:15][O:14][CH2:13][CH2:12][O:11][CH2:10]2)=[CH:5][CH:4]=1.C([SiH](CC)CC)C.FC(F)(F)C(O)=O.C([O-])([O-])=O.[K+].[K+]. (7) Given the product [CH2:7]([NH:11][C:1](=[O:6])[CH2:2][CH2:3][CH2:4][OH:5])[CH2:8][CH2:9][CH3:10], predict the reactants needed to synthesize it. The reactants are: [C:1]1(=[O:6])[O:5][CH2:4][CH2:3][CH2:2]1.[CH2:7]([NH2:11])[CH2:8][CH2:9][CH3:10]. (8) Given the product [C:1]([N:3]1[CH2:21][CH2:22][CH:23]([F:42])[CH:24]1[C:26]1[CH:31]=[CH:30][C:29]([NH:32][C:33]([C:35]2[CH:40]=[CH:39][CH:38]=[CH:37][N:36]=2)=[O:34])=[CH:28][C:27]=1[F:41])(=[O:44])[CH3:2], predict the reactants needed to synthesize it. The reactants are: [CH2:1]([N:3](CC)CC)[CH3:2].CS(Cl)(=O)=O.[Si](O[CH2:21][CH2:22][CH:23]([F:42])[CH:24]([C:26]1[CH:31]=[CH:30][C:29]([NH:32][C:33]([C:35]2[CH:40]=[CH:39][CH:38]=[CH:37][N:36]=2)=[O:34])=[CH:28][C:27]=1[F:41])O)(C(C)(C)C)(C)C.C(=O)(O)[O-:44].[Na+].